Predict the product of the given reaction. From a dataset of Forward reaction prediction with 1.9M reactions from USPTO patents (1976-2016). (1) The product is: [CH2:8]([N:15]1[CH2:19][C@@H:18]([C:20]2[CH:25]=[CH:24][C:23]([Cl:26])=[C:22]([Cl:27])[CH:21]=2)[C@H:17]([NH:28][C:5](=[O:7])[CH3:6])[CH2:16]1)[C:9]1[CH:10]=[CH:11][CH:12]=[CH:13][CH:14]=1. Given the reactants C(O[C:5](=[O:7])[CH3:6])(=O)C.[CH2:8]([N:15]1[CH2:19][CH:18]([C:20]2[CH:25]=[CH:24][C:23]([Cl:26])=[C:22]([Cl:27])[CH:21]=2)[CH:17]([NH2:28])[CH2:16]1)[C:9]1[CH:14]=[CH:13][CH:12]=[CH:11][CH:10]=1, predict the reaction product. (2) Given the reactants C([O:8][C:9]1[C:10]([N+:25]([O-])=O)=[C:11]([CH:22]=[CH:23][CH:24]=1)[C:12]([NH:14][C:15]1[CH:20]=[CH:19][C:18]([Cl:21])=[CH:17][N:16]=1)=[O:13])C1C=CC=CC=1.CC1C(C)=C(C)C(C)=C(C)C=1, predict the reaction product. The product is: [NH2:25][C:10]1[C:9]([OH:8])=[CH:24][CH:23]=[CH:22][C:11]=1[C:12]([NH:14][C:15]1[CH:20]=[CH:19][C:18]([Cl:21])=[CH:17][N:16]=1)=[O:13]. (3) Given the reactants [O:1]1[CH2:3][C@@H:2]1[CH2:4][O:5][C:6]1[CH:7]=[C:8]([C:12]2[C:20]3[C:15](=[N:16][CH:17]=[CH:18][CH:19]=3)[O:14][N:13]=2)[CH:9]=[CH:10][CH:11]=1.[F:21][C:22]1[CH:30]=[C:29]2[C:25]([C:26]([N:31]3[CH2:36][CH2:35][NH:34][CH2:33][CH2:32]3)=[N:27][NH:28]2)=[CH:24][CH:23]=1, predict the reaction product. The product is: [F:21][C:22]1[CH:30]=[C:29]2[C:25]([C:26]([N:31]3[CH2:32][CH2:33][N:34]([CH2:3][C@@H:2]([OH:1])[CH2:4][O:5][C:6]4[CH:11]=[CH:10][CH:9]=[C:8]([C:12]5[C:20]6[C:15](=[N:16][CH:17]=[CH:18][CH:19]=6)[O:14][N:13]=5)[CH:7]=4)[CH2:35][CH2:36]3)=[N:27][NH:28]2)=[CH:24][CH:23]=1. (4) The product is: [NH2:12][C:4]1[C:3]([C:2]([F:1])([F:14])[F:13])=[CH:11][CH:10]=[CH:9][C:5]=1[C:6]([NH:22][C:21]1[CH:23]=[CH:24][CH:25]=[CH:26][C:20]=1[Cl:19])=[O:8]. Given the reactants [F:1][C:2]([F:14])([F:13])[C:3]1[CH:11]=[CH:10][CH:9]=[C:5]([C:6]([OH:8])=O)[C:4]=1[NH2:12].O=S(Cl)Cl.[Cl:19][C:20]1[CH:26]=[CH:25][CH:24]=[CH:23][C:21]=1[NH2:22].C(Cl)(Cl)Cl, predict the reaction product. (5) Given the reactants [CH3:1][C:2]1[CH:9]=[CH:8][C:7]([C@H:10]2[CH2:15][CH2:14][CH2:13][N:12]([C:16]([C:18]3[S:22][C:21]([C:23]4[CH:28]=[CH:27][C:26]([C:29]([F:32])([F:31])[F:30])=[CH:25][CH:24]=4)=[N:20][C:19]=3[CH3:33])=[O:17])[CH2:11]2)=[CH:6][C:3]=1[C:4]#[N:5].C[Sn]([N:38]=[N+:39]=[N-:40])(C)C, predict the reaction product. The product is: [CH3:1][C:2]1[CH:9]=[CH:8][C:7]([CH:10]2[CH2:15][CH2:14][CH2:13][N:12]([C:16]([C:18]3[S:22][C:21]([C:23]4[CH:24]=[CH:25][C:26]([C:29]([F:32])([F:30])[F:31])=[CH:27][CH:28]=4)=[N:20][C:19]=3[CH3:33])=[O:17])[CH2:11]2)=[CH:6][C:3]=1[C:4]1[NH:40][N:39]=[N:38][N:5]=1. (6) Given the reactants [Br:1][C:2]1[CH:3]=[C:4]([N:12]([CH:16]([CH2:18][CH3:19])[CH3:17])[C:13](=[O:15])[CH3:14])[C:5]([CH3:11])=[C:6]([CH:10]=1)[C:7]([OH:9])=O.Cl.[NH2:21][CH2:22][C:23]1[C:24](=[O:31])[NH:25][C:26]([CH3:30])=[CH:27][C:28]=1[CH3:29].C1C=NC2N(O)N=NC=2C=1.CN1CCOCC1.C(Cl)CCl, predict the reaction product. The product is: [Br:1][C:2]1[CH:3]=[C:4]([N:12]([CH:16]([CH2:18][CH3:19])[CH3:17])[C:13](=[O:15])[CH3:14])[C:5]([CH3:11])=[C:6]([CH:10]=1)[C:7]([NH:21][CH2:22][C:23]1[C:24](=[O:31])[NH:25][C:26]([CH3:30])=[CH:27][C:28]=1[CH3:29])=[O:9]. (7) Given the reactants [C:1]([O:5][C:6]([N:8]1[CH2:13][CH2:12][CH:11](O)[CH2:10][CH2:9]1)=[O:7])([CH3:4])([CH3:3])[CH3:2].C(N(C(C)C)CC)(C)C.FC(F)(F)S(O)(=O)=O.[SH:32][C:33]1[CH:38]=[CH:37][CH:36]=[CH:35][N:34]=1.C(=O)([O-])O.[Na+], predict the reaction product. The product is: [C:1]([O:5][C:6]([N:8]1[CH2:13][CH2:12][CH:11]([S:32][C:33]2[CH:38]=[CH:37][CH:36]=[CH:35][N:34]=2)[CH2:10][CH2:9]1)=[O:7])([CH3:4])([CH3:3])[CH3:2].